Task: Predict the reactants needed to synthesize the given product.. Dataset: Full USPTO retrosynthesis dataset with 1.9M reactions from patents (1976-2016) (1) Given the product [C:1]1([C:14]2[CH:19]=[CH:18][CH:17]=[CH:16][CH:15]=2)[CH:2]=[CH:3][C:4]([NH:7][C:8](=[O:13])[CH2:9][C:10]([N:64]2[CH2:63][CH2:62][CH:61]([NH:60][C:55]3[CH:56]=[CH:57][CH:58]=[CH:59][C:54]=3[Br:53])[CH2:66][CH2:65]2)=[O:12])=[CH:5][CH:6]=1, predict the reactants needed to synthesize it. The reactants are: [C:1]1([C:14]2[CH:19]=[CH:18][CH:17]=[CH:16][CH:15]=2)[CH:6]=[CH:5][C:4]([NH:7][C:8](=[O:13])[CH2:9][C:10]([OH:12])=O)=[CH:3][CH:2]=1.CCN(C(C)C)C(C)C.C1C=CC2N(O)N=NC=2C=1.CCN=C=NCCCN(C)C.Cl.Cl.Cl.[Br:53][C:54]1[CH:59]=[CH:58][CH:57]=[CH:56][C:55]=1[NH:60][CH:61]1[CH2:66][CH2:65][NH:64][CH2:63][CH2:62]1. (2) Given the product [Cl:1][C:2]1[CH:7]=[C:6]([Cl:8])[CH:5]=[CH:4][C:3]=1[C@H:9]1[C:14]([C:15]([O:17][CH2:18][CH3:19])=[O:16])=[C:13]([CH2:20][N:27]2[CH2:32][CH2:31][O:30][CH2:29][CH2:28]2)[NH:12][C:11]([C:22]2[S:23][CH:24]=[CH:25][N:26]=2)=[N:10]1, predict the reactants needed to synthesize it. The reactants are: [Cl:1][C:2]1[CH:7]=[C:6]([Cl:8])[CH:5]=[CH:4][C:3]=1[C@H:9]1[C:14]([C:15]([O:17][CH2:18][CH3:19])=[O:16])=[C:13]([CH2:20]Br)[NH:12][C:11]([C:22]2[S:23][CH:24]=[CH:25][N:26]=2)=[N:10]1.[NH:27]1[CH2:32][CH2:31][O:30][CH2:29][CH2:28]1. (3) Given the product [C:1]([C:5]1[CH:13]=[C:9]([C:10](=[O:11])[NH:44][CH:48]2[CH2:49][CH2:50]2)[C:8]([O:14][CH3:15])=[C:7]([NH:16][C:17]([C:19]2[N:20]([CH3:43])[C:21]3[C:26]([CH:27]=2)=[CH:25][CH:24]=[CH:23][C:22]=3[CH2:28][N:29]2[CH2:34][CH2:33][N:32]([C:35]([C@@H:37]3[CH2:41][CH2:40][CH2:39][N:38]3[CH3:42])=[O:36])[CH2:31][CH2:30]2)=[O:18])[CH:6]=1)([CH3:3])([CH3:2])[CH3:4], predict the reactants needed to synthesize it. The reactants are: [C:1]([C:5]1[CH:6]=[C:7]([NH:16][C:17]([C:19]2[N:20]([CH3:43])[C:21]3[C:26]([CH:27]=2)=[CH:25][CH:24]=[CH:23][C:22]=3[CH2:28][N:29]2[CH2:34][CH2:33][N:32]([C:35]([CH:37]3[CH2:41][CH2:40][CH2:39][N:38]3[CH3:42])=[O:36])[CH2:31][CH2:30]2)=[O:18])[C:8]([O:14][CH3:15])=[C:9]([CH:13]=1)[C:10](O)=[O:11])([CH3:4])([CH3:3])[CH3:2].[N:44]1(OC(N(C)C)=[N+](C)C)[C:48]2[CH:49]=[CH:50][CH:50]=[CH:49][C:48]=2[N:44]=N1.F[B-](F)(F)F.C(N(CC)C(C)C)(C)C.C1(N)CC1. (4) Given the product [OH:25][CH2:26][C@@H:28]([NH:29][C:3]([C:5]1[CH:9]=[C:8]([O:10][CH2:11][C:12]2[C:13]([C:18]3[CH:23]=[CH:22][CH:21]=[CH:20][N:19]=3)=[N:14][O:15][C:16]=2[CH3:17])[NH:7][N:6]=1)=[O:4])[CH3:32], predict the reactants needed to synthesize it. The reactants are: CO[C:3]([C:5]1[NH:6][N:7]=[C:8]([O:10][CH2:11][C:12]2[C:13]([C:18]3[CH:23]=[CH:22][CH:21]=[CH:20][N:19]=3)=[N:14][O:15][C:16]=2[CH3:17])[CH:9]=1)=[O:4].C[O:25][C:26]([C:28]1[NH:29]N=C(OCC2C(C3C=CC=CC=3)=NOC=2C)[CH:32]=1)=O.N[C@H](CO)C. (5) Given the product [OH:45][CH:17]1[C:13]2([CH2:14][CH2:15][CH2:16]2)[CH2:12][N:11]([C:10]2[CH:9]=[N:8][N:6]3[CH2:7][C@H:2]([CH3:1])[N:3]([C:20]([O:22][C:23]([CH3:25])([CH3:24])[CH3:26])=[O:21])[CH2:4][C:5]=23)[C:18]1=[O:19], predict the reactants needed to synthesize it. The reactants are: [CH3:1][C@H:2]1[CH2:7][N:6]2[N:8]=[CH:9][C:10]([N:11]3[C:18](=[O:19])[CH2:17][C:13]4([CH2:16][CH2:15][CH2:14]4)[CH2:12]3)=[C:5]2[CH2:4][N:3]1[C:20]([O:22][C:23]([CH3:26])([CH3:25])[CH3:24])=[O:21].[Li+].C[Si]([N-][Si](C)(C)C)(C)C.C1(C2[O:45]N2S(C2C=CC=CC=2)(=O)=O)C=CC=CC=1. (6) Given the product [F:1][C@H:2]1[C@H:7]([OH:8])[CH2:6][CH2:5][N:4]([C:19]([O:21][CH2:22][C:23]2[CH:28]=[CH:27][CH:26]=[CH:25][CH:24]=2)=[O:20])[CH2:3]1, predict the reactants needed to synthesize it. The reactants are: [F:1][C@H:2]1[C@H:7]([O:8]CC2C=CC([N+]([O-])=O)=CC=2)[CH2:6][CH2:5][N:4]([C:19]([O:21][CH2:22][C:23]2[CH:28]=[CH:27][CH:26]=[CH:25][CH:24]=2)=[O:20])[CH2:3]1.[Li+].[OH-].CCOC(C)=O. (7) Given the product [CH3:19][N:20]([CH3:21])[C:2]1[C:3]2[C:10]([C:11]3[CH:12]=[C:13]([CH:16]=[CH:17][CH:18]=3)[C:14]#[N:15])=[CH:9][NH:8][C:4]=2[N:5]=[CH:6][N:7]=1, predict the reactants needed to synthesize it. The reactants are: Cl[C:2]1[C:3]2[C:10]([C:11]3[CH:12]=[C:13]([CH:16]=[CH:17][CH:18]=3)[C:14]#[N:15])=[CH:9][NH:8][C:4]=2[N:5]=[CH:6][N:7]=1.[CH3:19][NH:20][CH3:21].C(N(CC)CC)C. (8) Given the product [CH3:22][O:13][C:12](=[O:14])[CH2:11][C:7]1[C:6]2[C:5]([CH3:15])=[CH:4][C:3]([OH:16])=[C:2]([F:1])[C:10]=2[S:9][CH:8]=1, predict the reactants needed to synthesize it. The reactants are: [F:1][C:2]1[C:10]2[S:9][CH:8]=[C:7]([CH2:11][C:12]([OH:14])=[O:13])[C:6]=2[C:5]([CH3:15])=[CH:4][C:3]=1[OH:16].OS(O)(=O)=O.[CH3:22]O. (9) Given the product [CH3:11][N:12]1[CH2:17][CH2:16][CH:15]([CH2:18][O:19][C:2]2[CH:7]=[CH:6][C:5]([N+:8]([O-:10])=[O:9])=[CH:4][CH:3]=2)[CH2:14][CH2:13]1, predict the reactants needed to synthesize it. The reactants are: Cl[C:2]1[CH:7]=[CH:6][C:5]([N+:8]([O-:10])=[O:9])=[CH:4][CH:3]=1.[CH3:11][N:12]1[CH2:17][CH2:16][CH:15]([CH2:18][OH:19])[CH2:14][CH2:13]1.CS(C)=O.[H-].[Na+]. (10) Given the product [NH:13]1[C:17]2[CH:18]=[CH:19][C:20]([C:22]3[NH:12][C:11]4[N:10]([N:9]=[CH:8][C:7]=4[C:2]4[CH:3]=[CH:4][CH:5]=[CH:6][N:1]=4)[C:24](=[O:25])[CH:23]=3)=[CH:21][C:16]=2[N:15]=[N:14]1, predict the reactants needed to synthesize it. The reactants are: [N:1]1[CH:6]=[CH:5][CH:4]=[CH:3][C:2]=1[C:7]1[CH:8]=[N:9][NH:10][C:11]=1[NH2:12].[NH:13]1[C:17]2[CH:18]=[CH:19][C:20]([C:22](=O)[CH2:23][C:24](OCC)=[O:25])=[CH:21][C:16]=2[N:15]=[N:14]1.CC1C=CC(S(O)(=O)=O)=CC=1.